This data is from NCI-60 drug combinations with 297,098 pairs across 59 cell lines. The task is: Regression. Given two drug SMILES strings and cell line genomic features, predict the synergy score measuring deviation from expected non-interaction effect. (1) Drug 1: CC1C(C(CC(O1)OC2CC(CC3=C2C(=C4C(=C3O)C(=O)C5=C(C4=O)C(=CC=C5)OC)O)(C(=O)CO)O)N)O.Cl. Synergy scores: CSS=28.8, Synergy_ZIP=-2.04, Synergy_Bliss=1.44, Synergy_Loewe=-2.59, Synergy_HSA=-0.252. Drug 2: CC(C)CN1C=NC2=C1C3=CC=CC=C3N=C2N. Cell line: OVCAR-8. (2) Drug 1: CCN(CC)CCNC(=O)C1=C(NC(=C1C)C=C2C3=C(C=CC(=C3)F)NC2=O)C. Drug 2: CS(=O)(=O)OCCCCOS(=O)(=O)C. Cell line: UACC-257. Synergy scores: CSS=4.23, Synergy_ZIP=-1.73, Synergy_Bliss=-3.16, Synergy_Loewe=0.307, Synergy_HSA=-1.65.